Dataset: Full USPTO retrosynthesis dataset with 1.9M reactions from patents (1976-2016). Task: Predict the reactants needed to synthesize the given product. (1) Given the product [Br:20][C:21]1[CH:30]=[C:29]2[C:24]([C:25]([NH:8][CH2:9][CH2:10][CH2:11][NH:12][C:13](=[O:19])[O:14][C:15]([CH3:16])([CH3:18])[CH3:17])=[C:26]([N+:31]([O-:33])=[O:32])[CH:27]=[N:28]2)=[CH:23][CH:22]=1, predict the reactants needed to synthesize it. The reactants are: C(N(CC)CC)C.[NH2:8][CH2:9][CH2:10][CH2:11][NH:12][C:13](=[O:19])[O:14][C:15]([CH3:18])([CH3:17])[CH3:16].[Br:20][C:21]1[CH:30]=[C:29]2[C:24]([C:25](Cl)=[C:26]([N+:31]([O-:33])=[O:32])[CH:27]=[N:28]2)=[CH:23][CH:22]=1.O. (2) Given the product [CH3:1][O:2][C:3]1[N:8]=[CH:7][C:6]([NH:9][C:10]2[C:17]([C:18]3[N:26]=[C:25]([CH3:27])[N:24]=[C:23]4[C:19]=3[N:20]=[CH:21][NH:22]4)=[CH:16][C:13]([CH2:14][NH:34][CH2:35][C:36]3[CH:41]=[CH:40][N:39]=[CH:38][CH:37]=3)=[CH:12][N:11]=2)=[CH:5][CH:4]=1, predict the reactants needed to synthesize it. The reactants are: [CH3:1][O:2][C:3]1[N:8]=[CH:7][C:6]([NH:9][C:10]2[C:17]([C:18]3[N:26]=[C:25]([CH3:27])[N:24]=[C:23]4[C:19]=3[N:20]=[CH:21][N:22]4C3CCCCO3)=[CH:16][C:13]([CH:14]=O)=[CH:12][N:11]=2)=[CH:5][CH:4]=1.[NH2:34][CH2:35][C:36]1[CH:41]=[CH:40][N:39]=[CH:38][CH:37]=1.[BH4-].[Na+].Cl.C(O)(C(F)(F)F)=O. (3) Given the product [Cl:13][C:14]1[CH:20]=[CH:19][C:17]([NH:18][S:9]([C:6]2[CH:7]=[CH:8][C:3]([O:2][CH3:1])=[CH:4][CH:5]=2)(=[O:11])=[O:10])=[CH:16][CH:15]=1, predict the reactants needed to synthesize it. The reactants are: [CH3:1][O:2][C:3]1[CH:8]=[CH:7][C:6]([S:9](Cl)(=[O:11])=[O:10])=[CH:5][CH:4]=1.[Cl:13][C:14]1[CH:20]=[CH:19][C:17]([NH2:18])=[CH:16][CH:15]=1.C(N(CC)CC)C. (4) Given the product [CH3:12][CH:11]1[C:3]2[C:2]([N:36]3[CH2:35][CH2:34][CH:33]([C:25]4[N:24]([CH2:23][CH2:22][N:17]5[CH2:18][CH2:19][CH2:20][CH2:21]5)[CH:28]=[C:27]([C:29]([F:31])([F:32])[F:30])[N:26]=4)[CH2:38][CH2:37]3)=[N:7][CH:6]=[N:5][C:4]=2[NH:8][C:9](=[O:13])[CH2:10]1, predict the reactants needed to synthesize it. The reactants are: Cl[C:2]1[C:3]2[CH:11]([CH3:12])[CH2:10][C:9](=[O:13])[NH:8][C:4]=2[N:5]=[CH:6][N:7]=1.Cl.Cl.Cl.[N:17]1([CH2:22][CH2:23][N:24]2[CH:28]=[C:27]([C:29]([F:32])([F:31])[F:30])[N:26]=[C:25]2[CH:33]2[CH2:38][CH2:37][NH:36][CH2:35][CH2:34]2)[CH2:21][CH2:20][CH2:19][CH2:18]1.CN1CCCC1=O.C(N(C(C)C)CC)(C)C. (5) Given the product [N:48]1[CH:53]=[CH:52][CH:51]=[C:50]([NH:55][C:81]([C:18]2[CH:19]=[CH:20][C:15]3[N:14]=[C:13]([C:24]([O:27][CH3:28])([O:25][CH3:26])[O:29][CH3:30])[N:12]([CH2:11][CH2:10][CH2:9][NH:8][C:6](=[O:7])[O:5][C:1]([CH3:4])([CH3:3])[CH3:2])[C:16]=3[CH:17]=2)=[O:82])[CH:49]=1, predict the reactants needed to synthesize it. The reactants are: [C:1]([O:5][C:6]([NH:8][CH2:9][CH2:10][CH2:11][N:12]1[C:16]2[CH:17]=[CH:18][C:19](C(O)=O)=[CH:20][C:15]=2[NH:14][CH:13]1[C:24]([O:29][CH3:30])([O:27][CH3:28])[O:25][CH3:26])=[O:7])([CH3:4])([CH3:3])[CH3:2].C1CN([P+](O[N:48]2N=[N:55][C:50]3[CH:51]=[CH:52][CH:53]=C[C:49]2=3)(N2CCCC2)N2CCCC2)CC1.F[P-](F)(F)(F)(F)F.NC1C=NC=CC=1.C(N(CC)CC)C.CN([CH:81]=[O:82])C. (6) Given the product [F:32][C:5]1([C:8]([O:10][CH2:11][CH3:12])=[O:9])[CH2:4][CH2:3][C:2]([F:13])([F:1])[CH2:7][CH2:6]1, predict the reactants needed to synthesize it. The reactants are: [F:1][C:2]1([F:13])[CH2:7][CH2:6][CH:5]([C:8]([O:10][CH2:11][CH3:12])=[O:9])[CH2:4][CH2:3]1.C([N-]C(C)C)(C)C.[Li+].C1C=CC(S(N(S(C2C=CC=CC=2)(=O)=O)[F:32])(=O)=O)=CC=1. (7) Given the product [NH2:13][C@H:3]1[C:2]([CH3:1])([CH3:31])[S:7][CH:6]2[CH2:8][CH2:9][CH2:10][CH2:11][N:5]2[C:4]1=[O:12], predict the reactants needed to synthesize it. The reactants are: [CH3:1][C:2]1([CH3:31])[S:7][CH:6]2[CH2:8][CH2:9][CH2:10][CH2:11][N:5]2[C:4](=[O:12])[C@H:3]1[NH:13]C(=O)OCC1C2C=CC=CC=2C2C1=CC=CC=2.N1CCCCC1. (8) The reactants are: O[C@@H:2]1[CH2:6][N:5]([C:7](=[O:12])[C:8]([F:11])([F:10])[F:9])[C@H:4]([C:13]([O:15][CH2:16][CH:17]=[CH2:18])=[O:14])[CH2:3]1.N1C(C)=CC=CC=1C.FC(F)(F)S(OS(C(F)(F)F)(=O)=O)(=O)=O.[CH2:42]([O:49][NH2:50])[C:43]1[CH:48]=[CH:47][CH:46]=[CH:45][CH:44]=1. Given the product [CH2:42]([O:49][NH:50][C@H:2]1[CH2:6][N:5]([C:7](=[O:12])[C:8]([F:11])([F:10])[F:9])[C@H:4]([C:13]([O:15][CH2:16][CH:17]=[CH2:18])=[O:14])[CH2:3]1)[C:43]1[CH:48]=[CH:47][CH:46]=[CH:45][CH:44]=1, predict the reactants needed to synthesize it. (9) Given the product [F:30][C:29]([F:32])([F:31])[C:27]([OH:33])=[O:28].[CH2:11]1[C:10]2([CH2:15][CH2:14][NH:13][CH2:12]2)[CH2:9][CH:8]1[N:5]1[CH2:6][CH2:7][C:2]([F:1])([C:23]([O:25][CH2:27][CH3:29])=[O:24])[CH2:3][CH2:4]1, predict the reactants needed to synthesize it. The reactants are: [F:1][C:2]1([C:23]([O:25]C)=[O:24])[CH2:7][CH2:6][N:5]([CH:8]2[CH2:11][C:10]3([CH2:15][CH2:14][N:13](C(OC(C)(C)C)=O)[CH2:12]3)[CH2:9]2)[CH2:4][CH2:3]1.[C:27]([OH:33])([C:29]([F:32])([F:31])[F:30])=[O:28]. (10) Given the product [CH3:1][C:2]1[CH:3]=[CH:4][C:5]([NH:11][CH2:12][C:13]([F:16])([F:15])[F:14])=[C:6]([CH:10]=1)[C:7]([NH:22][C:18]([CH3:19])([C:20]#[CH:21])[CH3:17])=[O:9], predict the reactants needed to synthesize it. The reactants are: [CH3:1][C:2]1[CH:3]=[CH:4][C:5]([NH:11][CH2:12][C:13]([F:16])([F:15])[F:14])=[C:6]([CH:10]=1)[C:7]([OH:9])=O.[CH3:17][C:18]([NH2:22])([C:20]#[CH:21])[CH3:19].CCN=C=NCCCN(C)C.CCN(C(C)C)C(C)C.C1C=CC2N(O)N=NC=2C=1.